This data is from NCI-60 drug combinations with 297,098 pairs across 59 cell lines. The task is: Regression. Given two drug SMILES strings and cell line genomic features, predict the synergy score measuring deviation from expected non-interaction effect. (1) Drug 1: C(=O)(N)NO. Drug 2: CCCCCOC(=O)NC1=NC(=O)N(C=C1F)C2C(C(C(O2)C)O)O. Cell line: A549. Synergy scores: CSS=-5.23, Synergy_ZIP=2.77, Synergy_Bliss=0.522, Synergy_Loewe=-0.252, Synergy_HSA=-2.96. (2) Drug 1: CC1C(C(CC(O1)OC2CC(CC3=C2C(=C4C(=C3O)C(=O)C5=C(C4=O)C(=CC=C5)OC)O)(C(=O)CO)O)N)O.Cl. Drug 2: COCCOC1=C(C=C2C(=C1)C(=NC=N2)NC3=CC=CC(=C3)C#C)OCCOC.Cl. Synergy scores: CSS=17.0, Synergy_ZIP=0.200, Synergy_Bliss=0.393, Synergy_Loewe=2.67, Synergy_HSA=4.12. Cell line: ACHN.